Dataset: Reaction yield outcomes from USPTO patents with 853,638 reactions. Task: Predict the reaction yield, written as a fraction of the theoretical maximum amount of product (1.0 means a 100% yield; for example, 0.34 means a 34% yield). The reactants are [Cl:1][C:2]1[CH:3]=[C:4]([C:9]2[C:14]([CH2:15][NH:16]C(=O)OC(C)(C)C)=[CH:13][CH:12]=[C:11]([C:24]([F:27])([F:26])[F:25])[N:10]=2)[CH:5]=[CH:6][C:7]=1[F:8].Cl. The catalyst is O1CCOCC1. The product is [ClH:1].[Cl:1][C:2]1[CH:3]=[C:4]([C:9]2[C:14]([CH2:15][NH2:16])=[CH:13][CH:12]=[C:11]([C:24]([F:26])([F:27])[F:25])[N:10]=2)[CH:5]=[CH:6][C:7]=1[F:8]. The yield is 0.930.